From a dataset of Reaction yield outcomes from USPTO patents with 853,638 reactions. Predict the reaction yield, written as a fraction of the theoretical maximum amount of product (1.0 means a 100% yield; for example, 0.34 means a 34% yield). (1) The reactants are [C:1]1([C:13]2[CH:18]=[CH:17][CH:16]=[CH:15][CH:14]=2)[CH:6]=[CH:5][C:4]([O:7][CH2:8][CH2:9][CH2:10][CH2:11][OH:12])=[CH:3][CH:2]=1.[H-].[Na+].[CH2:21]([O:23][CH:24]([O:27][CH2:28][CH3:29])[CH2:25]Br)[CH3:22]. The catalyst is CN(C=O)C. The product is [CH2:21]([O:23][CH:24]([O:27][CH2:28][CH3:29])[CH2:25][O:12][CH2:11][CH2:10][CH2:9][CH2:8][O:7][C:4]1[CH:5]=[CH:6][C:1]([C:13]2[CH:14]=[CH:15][CH:16]=[CH:17][CH:18]=2)=[CH:2][CH:3]=1)[CH3:22]. The yield is 0.240. (2) The reactants are [CH3:1][C:2]1([CH3:22])[C:6]([CH3:8])([CH3:7])[O:5][B:4]([C:9]2[CH:10]=[CH:11][C:12]3[C:13]4[CH:21]=[N:20][NH:19][C:14]=4[N:15]=[CH:16][C:17]=3[CH:18]=2)[O:3]1.C(N(CC)CC)C.[C:30](OC(=O)C)(=[O:32])[CH3:31]. The catalyst is C(Cl)Cl. The product is [CH3:1][C:2]1([CH3:22])[C:6]([CH3:7])([CH3:8])[O:5][B:4]([C:9]2[CH:10]=[CH:11][C:12]3[C:13]4[CH:21]=[N:20][N:19]([C:30](=[O:32])[CH3:31])[C:14]=4[N:15]=[CH:16][C:17]=3[CH:18]=2)[O:3]1. The yield is 0.930. (3) The reactants are [C:1]([CH:4]([C:12](=[O:21])[CH2:13][S:14][C:15]1[CH:20]=[CH:19][CH:18]=[CH:17][CH:16]=1)C(OC(C)(C)C)=O)(=[O:3])[CH3:2]. The catalyst is C(O)(C(F)(F)F)=O. The product is [C:15]1([S:14][CH2:13][C:12](=[O:21])[CH2:4][C:1](=[O:3])[CH3:2])[CH:20]=[CH:19][CH:18]=[CH:17][CH:16]=1. The yield is 0.690.